Dataset: Reaction yield outcomes from USPTO patents with 853,638 reactions. Task: Predict the reaction yield, written as a fraction of the theoretical maximum amount of product (1.0 means a 100% yield; for example, 0.34 means a 34% yield). The reactants are [Br:1][C:2]1[CH:3]=[C:4]([NH:8][CH2:9][C:10]2[CH:15]=[CH:14][CH:13]=[C:12]([O:16][CH3:17])[CH:11]=2)[CH:5]=[N:6][CH:7]=1.[H-].[Na+].[CH3:20]I. The catalyst is CN(C=O)C. The product is [Br:1][C:2]1[CH:3]=[C:4]([N:8]([CH2:9][C:10]2[CH:15]=[CH:14][CH:13]=[C:12]([O:16][CH3:17])[CH:11]=2)[CH3:20])[CH:5]=[N:6][CH:7]=1. The yield is 0.370.